Dataset: Catalyst prediction with 721,799 reactions and 888 catalyst types from USPTO. Task: Predict which catalyst facilitates the given reaction. (1) Reactant: [CH:1]1([N:4]([CH2:39][C:40]2[CH:45]=[C:44]([CH2:46][CH2:47][CH2:48][O:49][CH3:50])[CH:43]=[C:42]([OH:51])[CH:41]=2)[C:5]([C@@H:7]2[C@@H:12]([C:13]3[CH:18]=[CH:17][C:16]([O:19][CH2:20][CH2:21][O:22][C:23]4[C:28]([Cl:29])=[CH:27][C:26]([CH3:30])=[CH:25][C:24]=4[Cl:31])=[CH:15][CH:14]=3)[CH2:11][CH2:10][N:9]([C:32]([O:34][C:35]([CH3:38])([CH3:37])[CH3:36])=[O:33])[CH2:8]2)=[O:6])[CH2:3][CH2:2]1.C[C:53]1[CH:60]=[C:59]([CH2:61]Br)[CH:58]=[CH:57][C:54]=1[C:55]#[N:56].C(=O)([O-])[O-].[Cs+].[Cs+]. Product: [C:55]([C:54]1[CH:57]=[CH:58][C:59]([CH2:61][O:51][C:42]2[CH:41]=[C:40]([CH:45]=[C:44]([CH2:46][CH2:47][CH2:48][O:49][CH3:50])[CH:43]=2)[CH2:39][N:4]([CH:1]2[CH2:3][CH2:2]2)[C:5]([C@@H:7]2[C@@H:12]([C:13]3[CH:14]=[CH:15][C:16]([O:19][CH2:20][CH2:21][O:22][C:23]4[C:28]([Cl:29])=[CH:27][C:26]([CH3:30])=[CH:25][C:24]=4[Cl:31])=[CH:17][CH:18]=3)[CH2:11][CH2:10][N:9]([C:32]([O:34][C:35]([CH3:38])([CH3:37])[CH3:36])=[O:33])[CH2:8]2)=[O:6])=[CH:60][CH:53]=1)#[N:56]. The catalyst class is: 215. (2) Reactant: [NH2:1][CH:2]([C:6]1[CH:11]=[CH:10][C:9]([Cl:12])=[CH:8][CH:7]=1)[C:3]([NH2:5])=[O:4].[C:13]1(=O)[CH2:18][CH2:17][CH2:16][CH2:15][CH2:14]1. Product: [Cl:12][C:9]1[CH:10]=[CH:11][C:6]([CH:2]2[NH:1][C:13]3([CH2:18][CH2:17][CH2:16][CH2:15][CH2:14]3)[NH:5][C:3]2=[O:4])=[CH:7][CH:8]=1. The catalyst class is: 5. (3) Reactant: [CH:1]1([NH:4][C:5]([C:7]2[N:8]=[N:9][N:10]([C:12]3[CH:17]=[CH:16][C:15]([C:18]([NH:20][CH2:21][CH3:22])=[O:19])=[CH:14][C:13]=3[O:23][CH2:24][CH2:25][CH2:26][CH2:27][CH2:28][CH2:29]O)[CH:11]=2)=[O:6])[CH2:3][CH2:2]1.CCN(S(F)(F)[F:37])CC.C(=O)([O-])O.[Na+]. Product: [CH:1]1([NH:4][C:5]([C:7]2[N:8]=[N:9][N:10]([C:12]3[CH:17]=[CH:16][C:15]([C:18]([NH:20][CH2:21][CH3:22])=[O:19])=[CH:14][C:13]=3[O:23][CH2:24][CH2:25][CH2:26][CH2:27][CH2:28][CH2:29][F:37])[CH:11]=2)=[O:6])[CH2:3][CH2:2]1. The catalyst class is: 4. (4) Reactant: [C:1]([O:5][C:6](=[O:19])[C:7]([S:10][C:11]1[S:12][CH:13]=[C:14]([CH2:16][CH2:17][OH:18])[N:15]=1)([CH3:9])[CH3:8])([CH3:4])([CH3:3])[CH3:2].[Br:20][C:21]1[CH:26]=[CH:25][C:24](O)=[CH:23][CH:22]=1.C1(P(C2C=CC=CC=2)C2C=CC=CC=2)C=CC=CC=1.[N+](C(OC(C)C)=O)(C(OC(C)C)=O)=[N-]. Product: [C:1]([O:5][C:6](=[O:19])[C:7]([S:10][C:11]1[S:12][CH:13]=[C:14]([CH2:16][CH2:17][O:18][C:24]2[CH:25]=[CH:26][C:21]([Br:20])=[CH:22][CH:23]=2)[N:15]=1)([CH3:9])[CH3:8])([CH3:2])([CH3:4])[CH3:3]. The catalyst class is: 7. (5) Reactant: [NH2:1][C:2]1[C:12]2[CH2:11][CH2:10][N:9]([C:13](=[O:18])[C:14]([F:17])([F:16])[F:15])[CH2:8][CH2:7][C:6]=2[CH:5]=[CH:4][C:3]=1[Cl:19].Br[CH2:21][C:22]1[CH:36]=[CH:35][C:25]2[N:26]=[C:27]([CH:29]3[CH2:34][CH2:33][CH2:32][CH2:31][CH2:30]3)[S:28][C:24]=2[CH:23]=1.C(=O)([O-])[O-].[K+].[K+]. Product: [Cl:19][C:3]1[CH:4]=[CH:5][C:6]2[CH2:7][CH2:8][N:9]([C:13](=[O:18])[C:14]([F:17])([F:15])[F:16])[CH2:10][CH2:11][C:12]=2[C:2]=1[NH:1][CH2:21][C:22]1[CH:36]=[CH:35][C:25]2[N:26]=[C:27]([CH:29]3[CH2:34][CH2:33][CH2:32][CH2:31][CH2:30]3)[S:28][C:24]=2[CH:23]=1. The catalyst class is: 11. (6) Reactant: [C:1]([CH:3]1[CH2:8][CH2:7][N:6]([C:9]([O:11][C:12]([CH3:15])([CH3:14])[CH3:13])=[O:10])[CH2:5][CH2:4]1)#[N:2].F[C:17]1[CH:22]=[CH:21][CH:20]=[CH:19][N:18]=1.C[Si]([N-][Si](C)(C)C)(C)C.[Na+].[Cl-].[NH4+]. Product: [C:1]([C:3]1([C:17]2[CH:22]=[CH:21][CH:20]=[CH:19][N:18]=2)[CH2:8][CH2:7][N:6]([C:9]([O:11][C:12]([CH3:15])([CH3:14])[CH3:13])=[O:10])[CH2:5][CH2:4]1)#[N:2]. The catalyst class is: 7. (7) Reactant: [NH2:1][C:2]1[CH:7]=[CH:6][N:5]=[C:4]([N:8]2[CH2:13][CH2:12][C:11]([CH2:16][C:17]#[N:18])([O:14][CH3:15])[CH2:10][CH2:9]2)[N:3]=1.[CH:19]([N:23]1[C:31]2[CH:30]=[C:29](Cl)[N:28]=[CH:27][C:26]=2[C:25]([N:33]2[CH2:37][CH2:36][C@@H:35]([OH:38])[CH2:34]2)=[N:24]1)([CH2:21][CH3:22])[CH3:20].C1(P(C2CCCCC2)C2C(OC)=CC=C(OC)C=2C2C(C(C)C)=CC(C(C)C)=CC=2C(C)C)CCCCC1.C(=O)([O-])[O-].[Cs+].[Cs+]. Product: [CH:19]([N:23]1[C:31]2[CH:30]=[C:29]([NH:1][C:2]3[CH:7]=[CH:6][N:5]=[C:4]([N:8]4[CH2:13][CH2:12][C:11]([CH2:16][C:17]#[N:18])([O:14][CH3:15])[CH2:10][CH2:9]4)[N:3]=3)[N:28]=[CH:27][C:26]=2[C:25]([N:33]2[CH2:37][CH2:36][C@@H:35]([OH:38])[CH2:34]2)=[N:24]1)([CH2:21][CH3:22])[CH3:20]. The catalyst class is: 12.